From a dataset of Aqueous solubility values for 9,982 compounds from the AqSolDB database. Regression/Classification. Given a drug SMILES string, predict its absorption, distribution, metabolism, or excretion properties. Task type varies by dataset: regression for continuous measurements (e.g., permeability, clearance, half-life) or binary classification for categorical outcomes (e.g., BBB penetration, CYP inhibition). For this dataset (solubility_aqsoldb), we predict Y. The drug is CC1=NN(c2cc(Cl)c(S(=O)(=O)[O-])cc2Cl)C(=O)C1N=Nc1ccc(S(=O)(=O)[O-])cc1.[Na+].[Na+]. The Y is -0.661 log mol/L.